Dataset: Reaction yield outcomes from USPTO patents with 853,638 reactions. Task: Predict the reaction yield, written as a fraction of the theoretical maximum amount of product (1.0 means a 100% yield; for example, 0.34 means a 34% yield). (1) The reactants are Cl[CH2:2][C:3]1[CH:12]=[CH:11][C:6]2[O:7][CH2:8][CH2:9][O:10][C:5]=2[CH:4]=1.[C-:13]#[N:14].[Na+].O. The catalyst is CS(C)=O. The product is [O:7]1[CH2:8][CH2:9][O:10][C:5]2[CH:4]=[C:3]([CH2:2][C:13]#[N:14])[CH:12]=[CH:11][C:6]1=2. The yield is 0.860. (2) The reactants are [NH2:1][C:2]1[N:7]=[C:6]([NH2:8])[N:5]=[C:4]2[N:9]=[C:10]([N:13]([CH2:20][C:21]3[C:30]4[C:25](=[CH:26][CH:27]=[CH:28][CH:29]=4)[CH:24]=[CH:23][C:22]=3[O:31][CH2:32][CH3:33])[CH2:14][CH:15]([OH:19])[C:16](O)=[O:17])[N:11]=[CH:12][C:3]=12.CN([P+](Br)(N(C)C)N(C)C)C.F[P-](F)(F)(F)(F)F.CCN(C(C)C)C(C)C.[CH2:61]([NH2:64])[CH2:62][NH2:63]. The catalyst is CN(C=O)C. The product is [NH2:63][CH2:62][CH2:61][NH:64][C:16](=[O:17])[CH:15]([OH:19])[CH2:14][N:13]([C:10]1[N:11]=[CH:12][C:3]2[C:4]([N:9]=1)=[N:5][C:6]([NH2:8])=[N:7][C:2]=2[NH2:1])[CH2:20][C:21]1[C:30]2[C:25](=[CH:26][CH:27]=[CH:28][CH:29]=2)[CH:24]=[CH:23][C:22]=1[O:31][CH2:32][CH3:33]. The yield is 0.160. (3) The reactants are [CH3:1][O:2][C:3]1[CH:34]=[CH:33][C:6]([CH2:7][O:8][C:9]2[CH:14]=[CH:13][C:12]([CH:15]([CH2:29][N+:30]([O-:32])=O)[CH2:16][C:17]([O:19][CH2:20][C:21]3[CH:26]=[CH:25][C:24]([O:27][CH3:28])=[CH:23][CH:22]=3)=[O:18])=[CH:11][CH:10]=2)=[CH:5][CH:4]=1.[CH:35](Br)=[CH2:36].C1(N=C=O)C=CC(N=C=O)=CC=1. The catalyst is C(N(CC)CC)C. The product is [CH3:1][O:2][C:3]1[CH:34]=[CH:33][C:6]([CH2:7][O:8][C:9]2[CH:10]=[CH:11][C:12]([CH:15]([C:29]3[CH:36]=[CH:35][O:32][N:30]=3)[CH2:16][C:17]([O:19][CH2:20][C:21]3[CH:26]=[CH:25][C:24]([O:27][CH3:28])=[CH:23][CH:22]=3)=[O:18])=[CH:13][CH:14]=2)=[CH:5][CH:4]=1. The yield is 0.402. (4) The reactants are Cl[C:2]1[C:3]2[C:10]3[CH:11]=[C:12]([C:15]([O:17][CH2:18][CH3:19])=[O:16])[CH:13]=[CH:14][C:9]=3[S:8][C:4]=2[N:5]=[CH:6][N:7]=1.[Cl-].[N:21]1([CH:27]2[CH2:32][CH2:31][CH:30]([NH2:33])[CH2:29][CH2:28]2)[CH2:26][CH2:25][O:24][CH2:23][CH2:22]1.C(=O)([O-])[O-].[K+].[K+].CCN(CC)CC. The yield is 0.660. The catalyst is CC#N. The product is [N:21]1([CH:27]2[CH2:28][CH2:29][CH:30]([NH:33][C:2]3[C:3]4[C:10]5[CH:11]=[C:12]([C:15]([O:17][CH2:18][CH3:19])=[O:16])[CH:13]=[CH:14][C:9]=5[S:8][C:4]=4[N:5]=[CH:6][N:7]=3)[CH2:31][CH2:32]2)[CH2:22][CH2:23][O:24][CH2:25][CH2:26]1. (5) The catalyst is O1CCCC1.CCOCC. The product is [C:1]1([CH:9]([OH:13])[CH:10]=[CH:11][CH3:12])[CH:6]=[CH:5][CH:4]=[CH:3][CH:2]=1. The reactants are [C:1]1([Mg]Br)[CH:6]=[CH:5][CH:4]=[CH:3][CH:2]=1.[CH:9](=[O:13])/[CH:10]=[CH:11]/[CH3:12].[Cl-].[NH4+]. The yield is 0.999. (6) The reactants are Br.[CH2:2]([C:4]1[N:5]=[C:6]([C@@H:9]([NH2:20])[CH2:10][C:11]2[CH:16]=[CH:15][C:14]([N+:17]([O-:19])=[O:18])=[CH:13][CH:12]=2)[S:7][CH:8]=1)[CH3:3].[C:21]1([CH2:27][C:28](O)=[O:29])[CH:26]=[CH:25][CH:24]=[CH:23][CH:22]=1.ON1C2C=CC=CC=2N=N1.CN(C)CCCN=C=NCC.C(N(CC)CC)C. The catalyst is CN(C=O)C.O. The product is [CH2:2]([C:4]1[N:5]=[C:6]([CH:9]([NH:20][C:28](=[O:29])[CH2:27][C:21]2[CH:26]=[CH:25][CH:24]=[CH:23][CH:22]=2)[CH2:10][C:11]2[CH:16]=[CH:15][C:14]([N+:17]([O-:19])=[O:18])=[CH:13][CH:12]=2)[S:7][CH:8]=1)[CH3:3]. The yield is 0.600.